Task: Predict the product of the given reaction.. Dataset: Forward reaction prediction with 1.9M reactions from USPTO patents (1976-2016) Given the reactants C(=O)=O.CC(C)=O.[Cl:8][C:9]1[CH:37]=[CH:36][C:12]2[N:13]([CH2:27][C:28]3[CH:33]=[CH:32][C:31]([O:34][CH3:35])=[CH:30][CH:29]=3)[C:14](=[O:26])[CH2:15][N:16]=[C:17]([C:18]3[CH:23]=[CH:22][C:21]([O:24][CH3:25])=[CH:20][CH:19]=3)[C:11]=2[CH:10]=1.CC([O-])(C)C.[K+].[Br:44][C:45]1[CH:46]=[C:47]([CH:50]=[CH:51][CH:52]=1)[CH2:48]Br, predict the reaction product. The product is: [Br:44][C:45]1[CH:46]=[C:47]([CH:50]=[CH:51][CH:52]=1)[CH2:48][CH:15]1[C:14](=[O:26])[N:13]([CH2:27][C:28]2[CH:33]=[CH:32][C:31]([O:34][CH3:35])=[CH:30][CH:29]=2)[C:12]2[CH:36]=[CH:37][C:9]([Cl:8])=[CH:10][C:11]=2[C:17]([C:18]2[CH:23]=[CH:22][C:21]([O:24][CH3:25])=[CH:20][CH:19]=2)=[N:16]1.